Dataset: Forward reaction prediction with 1.9M reactions from USPTO patents (1976-2016). Task: Predict the product of the given reaction. (1) Given the reactants [CH3:1][NH:2][CH2:3][CH2:4][CH2:5][C:6]1([C:17]2[CH:22]=[CH:21][C:20]([F:23])=[CH:19][CH:18]=2)[C:10]2[CH:11]=[CH:12][C:13]([C:15]#[N:16])=[CH:14][C:9]=2CO1.Cl.[C:25]1([C:31](=[NH:34])OC)[CH:30]=[CH:29][CH:28]=[CH:27][CH:26]=1.[C:35](=[O:38])([O-])[O-].[K+].[K+], predict the reaction product. The product is: [C:15]([C:13]1[CH:14]=[CH:9][C:10]2[C:6]([CH2:5][CH2:4][CH2:3][N:2]([CH3:1])[C:31]([C:25]3[CH:30]=[CH:29][CH:28]=[CH:27][CH:26]=3)=[NH:34])([C:17]3[CH:22]=[CH:21][C:20]([F:23])=[CH:19][CH:18]=3)[O:38][CH2:35][C:11]=2[CH:12]=1)#[N:16]. (2) Given the reactants [Br:1][C:2]1[CH:3]=[CH:4][C:5]2[O:9][C:8]3[CH:10]=[C:11]([S:14](Cl)(=[O:16])=[O:15])[CH:12]=[CH:13][C:7]=3[C:6]=2[CH:18]=1.O1C=CC(C2C=CC3OC4C=C(S(N[C@@H](C(C)C)C(O)=O)(=O)=O)C=CC=4C=3C=2)=C1.Cl.[NH2:49][CH2:50][C:51]([O:53][CH3:54])=[O:52].C(N(CC)C(C)C)(C)C, predict the reaction product. The product is: [Br:1][C:2]1[CH:3]=[CH:4][C:5]2[O:9][C:8]3[CH:10]=[C:11]([S:14]([NH:49][CH2:50][C:51]([O:53][CH3:54])=[O:52])(=[O:16])=[O:15])[CH:12]=[CH:13][C:7]=3[C:6]=2[CH:18]=1. (3) Given the reactants Cl.[CH3:2][N:3]([CH3:33])[C:4]([C:6]1[N:27]([CH:28]2[CH2:32][CH2:31][CH2:30][CH2:29]2)[C:9]2[N:10]=[C:11]([NH:14][C:15]3[CH:20]=[CH:19][C:18]([N:21]4[CH2:26][CH2:25][NH:24][CH2:23][CH2:22]4)=[CH:17][N:16]=3)[N:12]=[CH:13][C:8]=2[CH:7]=1)=[O:5].[C:34]([NH:41][CH2:42][C:43](O)=[O:44])([O:36][C:37]([CH3:40])([CH3:39])[CH3:38])=[O:35], predict the reaction product. The product is: [C:37]([O:36][C:34](=[O:35])[NH:41][CH2:42][C:43]([N:24]1[CH2:23][CH2:22][N:21]([C:18]2[CH:17]=[N:16][C:15]([NH:14][C:11]3[N:12]=[CH:13][C:8]4[CH:7]=[C:6]([C:4](=[O:5])[N:3]([CH3:33])[CH3:2])[N:27]([CH:28]5[CH2:32][CH2:31][CH2:30][CH2:29]5)[C:9]=4[N:10]=3)=[CH:20][CH:19]=2)[CH2:26][CH2:25]1)=[O:44])([CH3:40])([CH3:38])[CH3:39]. (4) Given the reactants [C:1]([C:4]1[NH:5][C:6]2[C:11]([CH:12]=1)=[CH:10][CH:9]=[C:8]([C:13]([O:15]CC)=[O:14])[CH:7]=2)(=[O:3])[NH2:2].[OH-].[Na+].Cl, predict the reaction product. The product is: [C:1]([C:4]1[NH:5][C:6]2[C:11]([CH:12]=1)=[CH:10][CH:9]=[C:8]([C:13]([OH:15])=[O:14])[CH:7]=2)(=[O:3])[NH2:2]. (5) Given the reactants [NH2:1][NH2:2].[CH3:3][O:4][C:5]1[CH:10]=[CH:9][C:8]([C:11](=O)[CH2:12][C:13](=O)[C:14]([O:16][CH2:17][CH3:18])=[O:15])=[CH:7][CH:6]=1, predict the reaction product. The product is: [CH3:3][O:4][C:5]1[CH:10]=[CH:9][C:8]([C:11]2[CH:12]=[C:13]([C:14]([O:16][CH2:17][CH3:18])=[O:15])[NH:1][N:2]=2)=[CH:7][CH:6]=1.